From a dataset of Forward reaction prediction with 1.9M reactions from USPTO patents (1976-2016). Predict the product of the given reaction. (1) Given the reactants [F:1][C:2]1[CH:7]=[CH:6][C:5]([N:8]2[CH2:14][CH2:13][CH2:12][CH2:11][CH2:10][C:9]2=[O:15])=[CH:4][CH:3]=1.[Li+].CC([N-]C(C)C)C.Cl[C:25]([O:27][CH2:28][C:29]1[CH:34]=[CH:33][CH:32]=[CH:31][CH:30]=1)=[O:26], predict the reaction product. The product is: [F:1][C:2]1[CH:7]=[CH:6][C:5]([N:8]2[CH2:14][CH2:13][CH2:12][CH2:11][CH:10]([C:25]([O:27][CH2:28][C:29]3[CH:34]=[CH:33][CH:32]=[CH:31][CH:30]=3)=[O:26])[C:9]2=[O:15])=[CH:4][CH:3]=1. (2) Given the reactants C([O:8][CH:9]1[CH2:14][CH2:13][CH2:12][CH:11]([O:15][C:16]2[C:21]([F:22])=[CH:20][C:19]([C:23]3[CH:28]=[CH:27][C:26]([S:29]([CH3:32])(=[O:31])=[O:30])=[CH:25][CH:24]=3)=[CH:18][C:17]=2[F:33])[CH2:10]1)C1C=CC=CC=1, predict the reaction product. The product is: [F:33][C:17]1[CH:18]=[C:19]([C:23]2[CH:28]=[CH:27][C:26]([S:29]([CH3:32])(=[O:31])=[O:30])=[CH:25][CH:24]=2)[CH:20]=[C:21]([F:22])[C:16]=1[O:15][CH:11]1[CH2:12][CH2:13][CH2:14][CH:9]([OH:8])[CH2:10]1. (3) Given the reactants [CH3:1][N:2]1[C:11]2[C:6](=[CH:7][C:8]([C:12]([OH:14])=O)=[CH:9][CH:10]=2)[C:5](=[O:15])[NH:4][C:3]1=[O:16].CO[NH:19][CH2:20][C:21]1[CH:26]=[CH:25][CH:24]=[CH:23][CH:22]=1.[B-](F)(F)(F)F.C[CH2:33][O:34]C(C(C#N)=NOC(N(C)C)=[N+](C)C)=O.CCN(C(C)C)C(C)C, predict the reaction product. The product is: [CH3:33][O:34][C:24]1[CH:23]=[CH:22][C:21]([CH2:20][NH:19][C:12]([C:8]2[CH:7]=[C:6]3[C:11](=[CH:10][CH:9]=2)[N:2]([CH3:1])[C:3](=[O:16])[NH:4][C:5]3=[O:15])=[O:14])=[CH:26][CH:25]=1.